This data is from Forward reaction prediction with 1.9M reactions from USPTO patents (1976-2016). The task is: Predict the product of the given reaction. Given the reactants Cl[CH2:2][O:3][C:4]([NH:6][C@@H:7]([CH3:18])[C:8]([O:10][CH2:11][C:12]1[CH:17]=[CH:16][CH:15]=[CH:14][CH:13]=1)=[O:9])=[O:5].N[C@@H](C)C(OCC1C=CC=CC=1)=O.ClC(OCCl)=O.[Cl:38][C:39]1[C:40]([F:79])=[C:41]([C@@H:45]2[C@:49]([C:52]3[CH:57]=[CH:56][C:55]([Cl:58])=[CH:54][C:53]=3[F:59])([C:50]#[N:51])[C@H:48]([CH2:60][C:61]([CH3:64])([CH3:63])[CH3:62])[NH:47][C@H:46]2[C:65]([NH:67][C:68]2[CH:76]=[CH:75][C:71]([C:72]([OH:74])=[O:73])=[CH:70][C:69]=2[O:77][CH3:78])=[O:66])[CH:42]=[CH:43][CH:44]=1.C(=O)([O-])[O-].[Cs+].[Cs+], predict the reaction product. The product is: [Cl:38][C:39]1[C:40]([F:79])=[C:41]([C@@H:45]2[C@:49]([C:52]3[CH:57]=[CH:56][C:55]([Cl:58])=[CH:54][C:53]=3[F:59])([C:50]#[N:51])[C@H:48]([CH2:60][C:61]([CH3:63])([CH3:64])[CH3:62])[NH:47][C@H:46]2[C:65]([NH:67][C:68]2[CH:76]=[CH:75][C:71]([C:72]([O:74][CH2:2][O:3][C:4](=[O:5])[NH:6][C@@H:7]([CH3:18])[C:8]([O:10][CH2:11][C:12]3[CH:17]=[CH:16][CH:15]=[CH:14][CH:13]=3)=[O:9])=[O:73])=[CH:70][C:69]=2[O:77][CH3:78])=[O:66])[CH:42]=[CH:43][CH:44]=1.